From a dataset of Forward reaction prediction with 1.9M reactions from USPTO patents (1976-2016). Predict the product of the given reaction. (1) Given the reactants [N:1]1(/[CH:6]=[CH:7]/[C:8]([O:10]C(C)C)=[O:9])[CH:5]=[N:4][CH:3]=[N:2]1.[OH-].[K+].Cl, predict the reaction product. The product is: [N:1]1(/[CH:6]=[CH:7]/[C:8]([OH:10])=[O:9])[CH:5]=[N:4][CH:3]=[N:2]1. (2) Given the reactants [C:1]([O:5][C:6]([N:8]1[CH2:13][CH2:12][C:11](=[CH:14][C:15]2[CH:20]=[CH:19][C:18]([F:21])=[CH:17][CH:16]=2)[CH2:10][CH2:9]1)=[O:7])([CH3:4])([CH3:3])[CH3:2], predict the reaction product. The product is: [C:1]([O:5][C:6]([N:8]1[CH2:13][CH2:12][CH:11]([CH2:14][C:15]2[CH:20]=[CH:19][C:18]([F:21])=[CH:17][CH:16]=2)[CH2:10][CH2:9]1)=[O:7])([CH3:4])([CH3:2])[CH3:3]. (3) Given the reactants C(O)(C(F)(F)F)=O.[CH:8]1([N:13]2[C:17]3[N:18]=[C:19]([NH2:22])[N:20]=[CH:21][C:16]=3[C:15]3[CH:23]=[CH:24][N:25]=[CH:26][C:14]2=3)[CH2:12][CH2:11][CH2:10][CH2:9]1.Cl[C:28]1[N:33]=[CH:32][C:31]([CH2:34][N:35]2[CH2:40][CH2:39][N:38]([CH2:41][C:42]([O:44][CH2:45][CH3:46])=[O:43])[CH2:37][CH2:36]2)=[CH:30][CH:29]=1, predict the reaction product. The product is: [CH:8]1([N:13]2[C:17]3[N:18]=[C:19]([NH:22][C:28]4[N:33]=[CH:32][C:31]([CH2:34][N:35]5[CH2:36][CH2:37][N:38]([CH2:41][C:42]([O:44][CH2:45][CH3:46])=[O:43])[CH2:39][CH2:40]5)=[CH:30][CH:29]=4)[N:20]=[CH:21][C:16]=3[C:15]3[CH:23]=[CH:24][N:25]=[CH:26][C:14]2=3)[CH2:9][CH2:10][CH2:11][CH2:12]1. (4) Given the reactants C(OC([NH:8][C@@H:9]([CH3:18])[C:10]([O:12][CH2:13][C:14]([CH3:17])([CH3:16])[CH3:15])=[O:11])=O)(C)(C)C.[CH3:19][C:20]1[CH:21]=[CH:22][C:23]([S:26]([OH:29])(=[O:28])=[O:27])=[CH:24][CH:25]=1.O, predict the reaction product. The product is: [C:20]1([CH3:19])[CH:21]=[CH:22][C:23]([S:26]([OH:29])(=[O:27])=[O:28])=[CH:24][CH:25]=1.[NH2:8][C@@H:9]([CH3:18])[C:10]([O:12][CH2:13][C:14]([CH3:17])([CH3:16])[CH3:15])=[O:11]. (5) Given the reactants [C:1]([O:5][C:6]([NH:8][C@H:9]([C:22](=[O:57])[NH:23][CH2:24][CH2:25][CH2:26][CH2:27][C@H:28]([NH:49][C:50]([O:52][C:53]([CH3:56])([CH3:55])[CH3:54])=[O:51])[C:29](=[O:48])[NH:30][CH2:31][CH2:32][CH2:33][CH2:34][C@H:35]([NH:40][C:41]([O:43][C:44]([CH3:47])([CH3:46])[CH3:45])=[O:42])[C:36]([O:38]C)=[O:37])[CH2:10][CH2:11][CH2:12][CH2:13][NH:14][C:15](=[O:21])[O:16][C:17]([CH3:20])([CH3:19])[CH3:18])=[O:7])([CH3:4])([CH3:3])[CH3:2].[OH-].[Na+], predict the reaction product. The product is: [C:1]([O:5][C:6]([NH:8][C@H:9]([C:22](=[O:57])[NH:23][CH2:24][CH2:25][CH2:26][CH2:27][C@H:28]([NH:49][C:50]([O:52][C:53]([CH3:56])([CH3:55])[CH3:54])=[O:51])[C:29](=[O:48])[NH:30][CH2:31][CH2:32][CH2:33][CH2:34][C@H:35]([NH:40][C:41]([O:43][C:44]([CH3:46])([CH3:45])[CH3:47])=[O:42])[C:36]([OH:38])=[O:37])[CH2:10][CH2:11][CH2:12][CH2:13][NH:14][C:15](=[O:21])[O:16][C:17]([CH3:18])([CH3:19])[CH3:20])=[O:7])([CH3:2])([CH3:3])[CH3:4]. (6) Given the reactants [Cl:1][C:2]1[CH:7]=[CH:6][C:5]([N:8]2[C:13](=[O:14])[CH2:12][O:11][C:10]3[N:15]=[C:16]([NH:19][CH2:20][C:21]4[CH:26]=[CH:25][C:24]([O:27][CH3:28])=[CH:23][C:22]=4[O:29][CH3:30])[CH:17]=[CH:18][C:9]2=3)=[CH:4][CH:3]=1.[C:31](O[C:31]([O:33][C:34]([CH3:37])([CH3:36])[CH3:35])=[O:32])([O:33][C:34]([CH3:37])([CH3:36])[CH3:35])=[O:32].O, predict the reaction product. The product is: [C:34]([O:33][C:31](=[O:32])[N:19]([C:16]1[CH:17]=[CH:18][C:9]2[N:8]([C:5]3[CH:6]=[CH:7][C:2]([Cl:1])=[CH:3][CH:4]=3)[C:13](=[O:14])[CH2:12][O:11][C:10]=2[N:15]=1)[CH2:20][C:21]1[CH:26]=[CH:25][C:24]([O:27][CH3:28])=[CH:23][C:22]=1[O:29][CH3:30])([CH3:37])([CH3:36])[CH3:35].